This data is from Full USPTO retrosynthesis dataset with 1.9M reactions from patents (1976-2016). The task is: Predict the reactants needed to synthesize the given product. (1) The reactants are: Cl.[CH3:2][C:3]1[N:4]=[CH:5][C:6]([C:10](OC)=[O:11])=[N:7][C:8]=1[CH3:9].[BH4-].[Na+]. Given the product [CH3:2][C:3]1[N:4]=[CH:5][C:6]([CH2:10][OH:11])=[N:7][C:8]=1[CH3:9], predict the reactants needed to synthesize it. (2) Given the product [CH3:28][O:27][C:21]1[CH:22]=[CH:23][C:24]([NH:26][S:38]([C:35]2[S:34][C:33]3[CH:42]=[CH:43][C:30]([Cl:29])=[CH:31][C:32]=3[C:36]=2[CH3:37])(=[O:40])=[O:39])=[CH:25][C:20]=1[N:17]1[CH2:18][CH2:19][N:14]([C:12]([O:11][C:7]([CH3:10])([CH3:9])[CH3:8])=[O:13])[CH2:15][CH2:16]1, predict the reactants needed to synthesize it. The reactants are: N1C=CC=CC=1.[C:7]([O:11][C:12]([N:14]1[CH2:19][CH2:18][N:17]([C:20]2[CH:25]=[C:24]([NH2:26])[CH:23]=[CH:22][C:21]=2[O:27][CH3:28])[CH2:16][CH2:15]1)=[O:13])([CH3:10])([CH3:9])[CH3:8].[Cl:29][C:30]1[CH:43]=[CH:42][C:33]2[S:34][C:35]([S:38](Cl)(=[O:40])=[O:39])=[C:36]([CH3:37])[C:32]=2[CH:31]=1. (3) Given the product [CH2:1]([O:8][CH2:9][C@@H:10]1[CH2:11][O:12][C:13]2[CH:18]=[CH:17][C:16]([CH2:19][CH2:20][OH:21])=[CH:15][C:14]=2[O:23]1)[C:2]1[CH:7]=[CH:6][CH:5]=[CH:4][CH:3]=1, predict the reactants needed to synthesize it. The reactants are: [CH2:1]([O:8][CH2:9][C@@H:10]([OH:23])[CH2:11][O:12][C:13]1[CH:18]=[CH:17][C:16]([CH2:19][CH2:20][OH:21])=[CH:15][C:14]=1I)[C:2]1[CH:7]=[CH:6][CH:5]=[CH:4][CH:3]=1.C(=O)([O-])[O-].[Cs+].[Cs+].N1C2C(=CC=C3C=2N=CC=C3)C=CC=1. (4) Given the product [Cl:18][CH2:19][C:20]([NH:1][C:2]([CH3:15])([CH2:8][C:9]1[CH:10]=[CH:11][CH:12]=[CH:13][CH:14]=1)[C:3]([O:5][CH2:6][CH3:7])=[O:4])=[O:21], predict the reactants needed to synthesize it. The reactants are: [NH2:1][C:2]([CH3:15])([CH2:8][C:9]1[CH:14]=[CH:13][CH:12]=[CH:11][CH:10]=1)[C:3]([O:5][CH2:6][CH3:7])=[O:4].[OH-].[Na+].[Cl:18][CH2:19][C:20](Cl)=[O:21]. (5) Given the product [Cl:12][C:13]1[CH:20]=[CH:19][C:16]([N:17]([C:2]2[C:11]3[C:6](=[CH:7][CH:8]=[CH:9][CH:10]=3)[N:5]=[CH:4][CH:3]=2)[CH3:18])=[CH:15][CH:14]=1, predict the reactants needed to synthesize it. The reactants are: Cl[C:2]1[C:11]2[C:6](=[CH:7][CH:8]=[CH:9][CH:10]=2)[N:5]=[CH:4][CH:3]=1.[Cl:12][C:13]1[CH:20]=[CH:19][C:16]([NH:17][CH3:18])=[CH:15][CH:14]=1.[OH-].[Na+]. (6) Given the product [C:9]([O:8][C:6]([NH:5][C@@H:4]([CH3:13])[C:3]([O:2][CH3:1])=[O:15])=[O:7])([CH3:12])([CH3:11])[CH3:10], predict the reactants needed to synthesize it. The reactants are: [CH3:1][O:2][C:3](=[O:15])[C@H:4]([CH2:13]O)[NH:5][C:6]([O:8][C:9]([CH3:12])([CH3:11])[CH3:10])=[O:7].C(Br)(Br)(Br)Br.C1C=CC(P(C2C=CC=CC=2)C2C=CC=CC=2)=CC=1. (7) Given the product [Cl:1][C:2]1[N:11]=[CH:10][C:9]2[CH2:8][CH2:7][CH2:6]/[C:5](=[N:18]\[OH:19])/[C:4]=2[N:3]=1, predict the reactants needed to synthesize it. The reactants are: [Cl:1][C:2]1[N:11]=[CH:10][C:9]2[CH2:8][CH2:7][CH2:6][CH2:5][C:4]=2[N:3]=1.CC([O-])(C)C.[K+].[N:18](OC(C)(C)C)=[O:19].